Dataset: hERG potassium channel inhibition data for cardiac toxicity prediction from Karim et al.. Task: Regression/Classification. Given a drug SMILES string, predict its toxicity properties. Task type varies by dataset: regression for continuous values (e.g., LD50, hERG inhibition percentage) or binary classification for toxic/non-toxic outcomes (e.g., AMES mutagenicity, cardiotoxicity, hepatotoxicity). Dataset: herg_karim. The molecule is CC1(C)CCC(NC(=O)c2cc3c(Cl)cc(Cl)cc3[nH]2)CC1. The result is 0 (non-blocker).